From a dataset of Reaction yield outcomes from USPTO patents with 853,638 reactions. Predict the reaction yield, written as a fraction of the theoretical maximum amount of product (1.0 means a 100% yield; for example, 0.34 means a 34% yield). (1) The reactants are [Br:1][C:2]1[C:3](F)=[C:4]2[C:10]([NH:11][C:12](=[O:21])[C:13]3[CH:18]=[CH:17][CH:16]=[C:15]([O:19][CH3:20])[CH:14]=3)=[CH:9][NH:8][C:5]2=[N:6][CH:7]=1.[NH:23]1[CH2:28][CH2:27][CH2:26][C@@H:25]([NH:29][C:30](=[O:36])[O:31][C:32]([CH3:35])([CH3:34])[CH3:33])[CH2:24]1.CC#N.O. The catalyst is CCCCO. The product is [Br:1][C:2]1[C:3]([N:23]2[CH2:28][CH2:27][CH2:26][C@@H:25]([NH:29][C:30](=[O:36])[O:31][C:32]([CH3:34])([CH3:33])[CH3:35])[CH2:24]2)=[C:4]2[C:10]([NH:11][C:12](=[O:21])[C:13]3[CH:18]=[CH:17][CH:16]=[C:15]([O:19][CH3:20])[CH:14]=3)=[CH:9][NH:8][C:5]2=[N:6][CH:7]=1. The yield is 0.740. (2) The reactants are [OH:1][C:2]([CH3:28])([CH3:27])[CH2:3][N:4]1[C:8]([CH3:9])=[C:7]([C:10]([O:12]CC2C=CC=CC=2)=[O:11])[C:6](=[O:20])[N:5]1[C:21]1[CH:26]=[CH:25][CH:24]=[CH:23][CH:22]=1.[H][H]. The catalyst is CO.[Pd]. The product is [OH:1][C:2]([CH3:28])([CH3:27])[CH2:3][N:4]1[C:8]([CH3:9])=[C:7]([C:10]([OH:12])=[O:11])[C:6](=[O:20])[N:5]1[C:21]1[CH:26]=[CH:25][CH:24]=[CH:23][CH:22]=1. The yield is 0.961.